This data is from Reaction yield outcomes from USPTO patents with 853,638 reactions. The task is: Predict the reaction yield, written as a fraction of the theoretical maximum amount of product (1.0 means a 100% yield; for example, 0.34 means a 34% yield). The reactants are [Cl:1][C:2]1[N:10]=[C:9]2[C:5]([N:6]=[CH:7][N:8]2[CH2:11][CH2:12][C:13](OCC)=[O:14])=[C:4]([N:18]2[CH2:23][CH2:22][O:21][CH2:20][CH2:19]2)[N:3]=1.[CH2:24]([Mg]Br)[CH3:25]. The catalyst is C(OCC)C.[O-]CC.[Ti+4].[O-]CC.[O-]CC.[O-]CC. The product is [Cl:1][C:2]1[N:10]=[C:9]2[C:5]([N:6]=[CH:7][N:8]2[CH2:11][CH2:12][C:13]2([OH:14])[CH2:25][CH2:24]2)=[C:4]([N:18]2[CH2:19][CH2:20][O:21][CH2:22][CH2:23]2)[N:3]=1. The yield is 0.460.